Task: Predict the product of the given reaction.. Dataset: Forward reaction prediction with 1.9M reactions from USPTO patents (1976-2016) (1) Given the reactants Cl[CH2:2][C:3]1[CH:8]=[CH:7][CH:6]=[C:5]([S:9][CH:10]2[CH2:13][CH2:12][CH2:11]2)[N:4]=1.C([O:16][C:17]([CH:19]1[CH2:21][CH:20]1[C:22]1[CH:27]=[CH:26][C:25]([OH:28])=[C:24]([F:29])[CH:23]=1)=[O:18])C, predict the reaction product. The product is: [CH:10]1([S:9][C:5]2[N:4]=[C:3]([CH2:2][O:28][C:25]3[CH:26]=[CH:27][C:22]([CH:20]4[CH2:21][CH:19]4[C:17]([OH:18])=[O:16])=[CH:23][C:24]=3[F:29])[CH:8]=[CH:7][CH:6]=2)[CH2:13][CH2:12][CH2:11]1. (2) The product is: [C:1]([C:7]1[CH:8]=[CH:9][C:10]([O:15][CH3:16])=[C:11]([CH:14]=1)[C:12]([OH:19])=[O:13])(=[O:6])[C:2]([CH3:5])([CH3:4])[CH3:3]. Given the reactants [C:1]([C:7]1[CH:8]=[CH:9][C:10]([O:15][CH3:16])=[C:11]([CH:14]=1)[CH2:12][OH:13])(=[O:6])[C:2]([CH3:5])([CH3:4])[CH3:3].[OH-].[K+].[O-:19][Mn](=O)(=O)=O.[K+], predict the reaction product. (3) The product is: [Br:10][C:7]1[CH:8]=[CH:9][C:4]([C:2]([O:12][CH3:11])([O:3][CH3:18])[CH3:1])=[CH:5][CH:6]=1. Given the reactants [CH3:1][C:2]([C:4]1[CH:9]=[CH:8][C:7]([Br:10])=[CH:6][CH:5]=1)=[O:3].[CH:11](OC)(OC)[O:12]C.[CH3:18]O, predict the reaction product. (4) Given the reactants [C:1]([O:4][CH2:5][CH2:6][N:7]([CH2:26][CH2:27][CH2:28][CH2:29][N:30]([CH2:34][CH2:35][CH3:36])[CH2:31][CH2:32][CH3:33])[CH2:8][C:9]1[CH:14]=[CH:13][C:12]([CH2:15][N:16]=CC2C=CC(OC)=CC=2)=[CH:11][CH:10]=1)(=[O:3])[CH3:2].Cl, predict the reaction product. The product is: [C:1]([O:4][CH2:5][CH2:6][N:7]([CH2:8][C:9]1[CH:14]=[CH:13][C:12]([CH2:15][NH2:16])=[CH:11][CH:10]=1)[CH2:26][CH2:27][CH2:28][CH2:29][N:30]([CH2:31][CH2:32][CH3:33])[CH2:34][CH2:35][CH3:36])(=[O:3])[CH3:2]. (5) The product is: [Cl:1][C:2]1[CH:3]=[C:4]([CH:7]=[CH:8][C:9]=1[NH:14][CH2:11][CH2:12][CH3:13])[C:5]#[N:6]. Given the reactants [Cl:1][C:2]1[CH:3]=[C:4]([CH:7]=[CH:8][C:9]=1F)[C:5]#[N:6].[CH2:11]([NH2:14])[CH2:12][CH3:13], predict the reaction product.